Predict the reaction yield, written as a fraction of the theoretical maximum amount of product (1.0 means a 100% yield; for example, 0.34 means a 34% yield). From a dataset of Reaction yield outcomes from USPTO patents with 853,638 reactions. (1) The reactants are [OH-].[Li+].[CH:3]1([C@H:9]([NH:14][C:15]([C:17]2[CH:22]=[CH:21][C:20]([C:23]3[CH:24]=[N:25][CH:26]=[CH:27][CH:28]=3)=[CH:19][C:18]=2[NH:29][C:30]([NH:32][C:33]2[C:38]([CH3:39])=[CH:37][CH:36]=[CH:35][C:34]=2[CH3:40])=[O:31])=[O:16])[C:10]([O:12]C)=[O:11])[CH2:8][CH2:7][CH2:6][CH2:5][CH2:4]1.CO.O. The catalyst is C1COCC1. The product is [CH:3]1([C@H:9]([NH:14][C:15]([C:17]2[CH:22]=[CH:21][C:20]([C:23]3[CH:24]=[N:25][CH:26]=[CH:27][CH:28]=3)=[CH:19][C:18]=2[NH:29][C:30]([NH:32][C:33]2[C:34]([CH3:40])=[CH:35][CH:36]=[CH:37][C:38]=2[CH3:39])=[O:31])=[O:16])[C:10]([OH:12])=[O:11])[CH2:4][CH2:5][CH2:6][CH2:7][CH2:8]1. The yield is 0.120. (2) The yield is 0.570. The reactants are [CH3:1][C:2]1([CH3:9])[O:7][CH2:6][C:5](=O)[CH2:4][O:3]1.Cl.[Cl:11][C:12]1[CH:13]=[C:14]([C:22]2[S:26][C:25]([N:27]3[C:35]([CH3:36])=[C:30]4[CH2:31][NH:32][CH2:33][CH2:34][C:29]4=[N:28]3)=[N:24][N:23]=2)[CH:15]=[CH:16][C:17]=1[O:18][CH:19]([CH3:21])[CH3:20].C(O[BH-](OC(=O)C)OC(=O)C)(=O)C.[Na+]. The catalyst is ClCCl. The product is [Cl:11][C:12]1[CH:13]=[C:14]([C:22]2[S:26][C:25]([N:27]3[C:35]([CH3:36])=[C:30]4[CH2:31][N:32]([CH:5]5[CH2:4][O:3][C:2]([CH3:1])([CH3:9])[O:7][CH2:6]5)[CH2:33][CH2:34][C:29]4=[N:28]3)=[N:24][N:23]=2)[CH:15]=[CH:16][C:17]=1[O:18][CH:19]([CH3:21])[CH3:20].